From a dataset of Reaction yield outcomes from USPTO patents with 853,638 reactions. Predict the reaction yield, written as a fraction of the theoretical maximum amount of product (1.0 means a 100% yield; for example, 0.34 means a 34% yield). (1) The reactants are [Na].[Cl:2][C:3]1[CH:4]=[C:5]([C:13]2[N:17]=[C:16]([C:18]3[CH:23]=[CH:22][C:21]([NH:24][C@@H:25]4[CH2:29][CH2:28][CH2:27][C@@H:26]4[C:30]([O:32]C)=[O:31])=[CH:20][CH:19]=3)[O:15][N:14]=2)[CH:6]=[CH:7][C:8]=1[O:9][CH:10]([CH3:12])[CH3:11].[Cl:34][C:35]1[CH:36]=[C:37]([C:45]2[N:49]=[C:48]([C:50]3[CH:55]=[CH:54][C:53]([NH:56][C@H:57]4[CH2:61][CH2:60][CH2:59][C@H:58]4[C:62]([O:64]C)=[O:63])=[CH:52][CH:51]=3)[O:47][N:46]=2)[CH:38]=[CH:39][C:40]=1[O:41][CH:42]([CH3:44])[CH3:43].O. The catalyst is CO.C(Cl)Cl. The product is [Cl:2][C:3]1[CH:4]=[C:5]([C:13]2[N:17]=[C:16]([C:18]3[CH:23]=[CH:22][C:21]([NH:24][C@H:25]4[CH2:29][CH2:28][CH2:27][C@@H:26]4[C:30]([OH:32])=[O:31])=[CH:20][CH:19]=3)[O:15][N:14]=2)[CH:6]=[CH:7][C:8]=1[O:9][CH:10]([CH3:12])[CH3:11].[Cl:34][C:35]1[CH:36]=[C:37]([C:45]2[N:49]=[C:48]([C:50]3[CH:55]=[CH:54][C:53]([NH:56][C@@H:57]4[CH2:61][CH2:60][CH2:59][C@H:58]4[C:62]([OH:64])=[O:63])=[CH:52][CH:51]=3)[O:47][N:46]=2)[CH:38]=[CH:39][C:40]=1[O:41][CH:42]([CH3:44])[CH3:43]. The yield is 0.219. (2) The reactants are [CH2:1]([O:3][C:4](=[O:41])[CH2:5][N:6]1[CH2:11][CH2:10][N:9]([C:12]2[CH:17]=[C:16]([N:18](C(OC(C)(C)C)=O)[CH2:19][CH2:20][C:21]3[CH:26]=[CH:25][C:24]([O:27][C:28]([F:31])([F:30])[F:29])=[CH:23][CH:22]=3)[N:15]=[C:14]([O:39][CH3:40])[N:13]=2)[CH2:8][CH2:7]1)[CH3:2].[ClH:42]. The catalyst is O1CCOCC1. The product is [ClH:42].[CH2:1]([O:3][C:4](=[O:41])[CH2:5][N:6]1[CH2:11][CH2:10][N:9]([C:12]2[CH:17]=[C:16]([NH:18][CH2:19][CH2:20][C:21]3[CH:26]=[CH:25][C:24]([O:27][C:28]([F:31])([F:29])[F:30])=[CH:23][CH:22]=3)[N:15]=[C:14]([O:39][CH3:40])[N:13]=2)[CH2:8][CH2:7]1)[CH3:2]. The yield is 0.800. (3) The reactants are Cl[CH2:2][CH2:3][CH2:4][CH2:5][C:6]1[CH:15]=[CH:14][C:9]2[NH:10][C:11](=[O:13])[O:12][C:8]=2[CH:7]=1.[C:16]1([N:26]2[CH2:31][CH2:30][NH:29][CH2:28][CH2:27]2)[C:25]2[C:20](=[CH:21][CH:22]=[CH:23][CH:24]=2)[CH:19]=[CH:18][CH:17]=1.C(=O)([O-])[O-].[Na+].[Na+]. The catalyst is [I-].[Na+].C(O)(C)C. The product is [C:16]1([N:26]2[CH2:31][CH2:30][N:29]([CH2:2][CH2:3][CH2:4][CH2:5][C:6]3[CH:15]=[CH:14][C:9]4[NH:10][C:11](=[O:13])[O:12][C:8]=4[CH:7]=3)[CH2:28][CH2:27]2)[C:25]2[C:20](=[CH:21][CH:22]=[CH:23][CH:24]=2)[CH:19]=[CH:18][CH:17]=1. The yield is 0.460. (4) The reactants are [F:1][C:2]1[CH:7]=[CH:6][C:5]([C:8](=[O:12])[CH2:9][C:10]#[N:11])=[CH:4][CH:3]=1.[F:13][C:14]1[CH:20]=[CH:19][C:17]([NH2:18])=[CH:16][CH:15]=1. The catalyst is C(O)C. The product is [F:13][C:14]1[CH:20]=[CH:19][C:17]([NH:18][C:10](=[NH:11])[CH2:9][C:8]([C:5]2[CH:6]=[CH:7][C:2]([F:1])=[CH:3][CH:4]=2)=[O:12])=[CH:16][CH:15]=1. The yield is 0.290. (5) The reactants are [F:1][C:2]([F:14])([F:13])[O:3][C:4]1[CH:9]=[CH:8][C:7](B(O)O)=[CH:6][CH:5]=1.C([O-])([O-])=O.[Na+].[Na+].Br[C:22]1[CH:23]=[CH:24][C:25]([F:28])=[N:26][CH:27]=1. The catalyst is C1(C)C=CC=CC=1.CCO.C([O-])(O)=O.[Na+].C1C=CC(P(C2C=CC=CC=2)[C-]2C=CC=C2)=CC=1.C1C=CC(P(C2C=CC=CC=2)[C-]2C=CC=C2)=CC=1.Cl[Pd]Cl.[Fe+2]. The product is [F:28][C:25]1[CH:24]=[CH:23][C:22]([C:7]2[CH:8]=[CH:9][C:4]([O:3][C:2]([F:14])([F:13])[F:1])=[CH:5][CH:6]=2)=[CH:27][N:26]=1. The yield is 1.00.